This data is from Reaction yield outcomes from USPTO patents with 853,638 reactions. The task is: Predict the reaction yield, written as a fraction of the theoretical maximum amount of product (1.0 means a 100% yield; for example, 0.34 means a 34% yield). (1) The reactants are [C:1]([O:5][C:6](=[O:30])[C:7]1[CH:12]=[CH:11][C:10]([C:13](=[O:28])/[CH:14]=[C:15](\[C:20]2[CH:25]=[C:24]([Cl:26])[CH:23]=[C:22]([Cl:27])[CH:21]=2)/[C:16]([F:19])([F:18])[F:17])=[CH:9][C:8]=1[CH3:29])([CH3:4])([CH3:3])[CH3:2].FC(F)(F)C1C=C(NC(N[C@H]([C@@H]2C[C@@H]3CCN2C[C@@H]3CC)C2C3C(=CC=C(OC)C=3)N=CC=2)=S)C=C(C(F)(F)F)C=1.[Cl-].[NH4+].[N+:74]([CH3:77])([O-:76])=[O:75]. No catalyst specified. The product is [C:1]([O:5][C:6](=[O:30])[C:7]1[CH:12]=[CH:11][C:10]([C:13](=[O:28])[CH2:14][C@@:15]([C:20]2[CH:25]=[C:24]([Cl:26])[CH:23]=[C:22]([Cl:27])[CH:21]=2)([CH2:77][N+:74]([O-:76])=[O:75])[C:16]([F:17])([F:19])[F:18])=[CH:9][C:8]=1[CH3:29])([CH3:4])([CH3:3])[CH3:2]. The yield is 0.770. (2) The reactants are [Cl:1][C:2]1[CH:28]=[CH:27][C:5]([O:6][C:7]2[CH:12]=[CH:11][C:10]([N+:13]([O-])=O)=[CH:9][C:8]=2[C:16]2[C:17]([O:24][CH2:25][CH3:26])=[CH:18][C:19](=[O:23])[N:20]([CH3:22])[CH:21]=2)=[CH:4][CH:3]=1.[Cl-].[NH4+].O. The catalyst is C(O)C.O1CCCC1.[Fe]. The product is [NH2:13][C:10]1[CH:11]=[CH:12][C:7]([O:6][C:5]2[CH:4]=[CH:3][C:2]([Cl:1])=[CH:28][CH:27]=2)=[C:8]([C:16]2[C:17]([O:24][CH2:25][CH3:26])=[CH:18][C:19](=[O:23])[N:20]([CH3:22])[CH:21]=2)[CH:9]=1. The yield is 0.584. (3) The reactants are [Br:1][C:2]1[CH:6]=[N:5][N:4]([CH3:7])[C:3]=1[C:8]1[CH:9]=[C:10]([NH2:16])[CH:11]=[CH:12][C:13]=1[O:14][CH3:15].[C:17]1([N:27]=[C:28]=[O:29])[C:26]2[C:21](=[CH:22][CH:23]=[CH:24][CH:25]=2)[CH:20]=[CH:19][CH:18]=1. The catalyst is C(Cl)Cl. The product is [Br:1][C:2]1[CH:6]=[N:5][N:4]([CH3:7])[C:3]=1[C:8]1[CH:9]=[C:10]([NH:16][C:28]([NH:27][C:17]2[C:26]3[C:21](=[CH:22][CH:23]=[CH:24][CH:25]=3)[CH:20]=[CH:19][CH:18]=2)=[O:29])[CH:11]=[CH:12][C:13]=1[O:14][CH3:15]. The yield is 0.680. (4) The reactants are [C:1]([N:9]=[C:10]=[S:11])(=[O:8])[C:2]1[CH:7]=[CH:6][CH:5]=[CH:4][CH:3]=1.[CH2:12]([O:19][C:20]1[C:21]([NH2:34])=[N:22][CH:23]=[C:24]([O:26][C:27]2[CH:32]=[CH:31][CH:30]=[CH:29][C:28]=2[Cl:33])[CH:25]=1)[C:13]1[CH:18]=[CH:17][CH:16]=[CH:15][CH:14]=1. The catalyst is C1COCC1. The product is [C:1]([NH:9][C:10]([NH:34][C:21]1[C:20]([O:19][CH2:12][C:13]2[CH:14]=[CH:15][CH:16]=[CH:17][CH:18]=2)=[CH:25][C:24]([O:26][C:27]2[CH:32]=[CH:31][CH:30]=[CH:29][C:28]=2[Cl:33])=[CH:23][N:22]=1)=[S:11])(=[O:8])[C:2]1[CH:7]=[CH:6][CH:5]=[CH:4][CH:3]=1. The yield is 0.930. (5) The reactants are [Cl:1][C:2]1[CH:3]=[C:4]([C:9]2[N:13]([C:14]3[CH:15]=[CH:16][C:17]([S:20]([NH2:23])(=[O:22])=[O:21])=[N:18][CH:19]=3)[N:12]=[C:11]([C:24]([F:27])([F:26])[F:25])[CH:10]=2)[CH:5]=[CH:6][C:7]=1[OH:8].[F:28][C:29]([F:42])([F:41])[S:30](O[S:30]([C:29]([F:42])([F:41])[F:28])(=[O:32])=[O:31])(=[O:32])=[O:31]. The catalyst is C(Cl)Cl.CN(C)C1C=CN=CC=1. The product is [NH2:23][S:20]([C:17]1[N:18]=[CH:19][C:14]([N:13]2[C:9]([C:4]3[CH:5]=[CH:6][C:7]([O:8][S:30]([C:29]([F:42])([F:41])[F:28])(=[O:32])=[O:31])=[C:2]([Cl:1])[CH:3]=3)=[CH:10][C:11]([C:24]([F:27])([F:25])[F:26])=[N:12]2)=[CH:15][CH:16]=1)(=[O:21])=[O:22]. The yield is 1.00. (6) The reactants are [C:1]1([CH3:11])[CH:6]=CC(S(O)(=O)=O)=C[CH:2]=1.C(OC(=O)C(=N[NH:19][C:20]1[CH:25]=[CH:24][C:23]([Cl:26])=[C:22]([Cl:27])[CH:21]=1)C)C.[C:29](=[O:32])([O-])[OH:30].[Na+].[CH2:34]([O:36]CC)[CH3:35]. The catalyst is C1C=CC=CC=1. The product is [CH2:34]([O:36][C:11]([C:1]1[NH:19][C:20]2[C:21]([CH:6]=1)=[C:22]([Cl:27])[C:23]([Cl:26])=[CH:24][CH:25]=2)=[O:30])[CH3:35].[CH2:34]([O:30][C:29]([C:1]1[NH:19][C:20]2[C:25]([CH:2]=1)=[CH:24][C:23]([Cl:26])=[C:22]([Cl:27])[CH:21]=2)=[O:32])[CH3:35]. The yield is 0.0800.